This data is from Full USPTO retrosynthesis dataset with 1.9M reactions from patents (1976-2016). The task is: Predict the reactants needed to synthesize the given product. Given the product [CH3:65][N:58]1[C:59]([C:61]([O:63][CH3:64])=[O:62])=[CH:60][C:56]([NH:55][C:17](=[O:19])[CH2:16][CH2:15][CH2:14][CH2:13][O:12][C:5]2[C:6]3[C:11](=[CH:10][CH:9]=[CH:8][CH:7]=3)[C:2](=[O:1])[C:3](=[O:20])[CH:4]=2)=[CH:57]1, predict the reactants needed to synthesize it. The reactants are: [O:1]=[C:2]1[C:11]2[C:6](=[CH:7][CH:8]=[CH:9][CH:10]=2)[C:5]([O:12][CH2:13][CH2:14][CH2:15][CH2:16][C:17]([OH:19])=O)=[CH:4][C:3]1=[O:20].CN(C(ON1N=NC2C=CC=CC1=2)=[N+](C)C)C.F[P-](F)(F)(F)(F)F.CCN(C(C)C)C(C)C.Cl.[NH2:55][C:56]1[CH:60]=[C:59]([C:61]([O:63][CH3:64])=[O:62])[N:58]([CH3:65])[CH:57]=1.